Dataset: Reaction yield outcomes from USPTO patents with 853,638 reactions. Task: Predict the reaction yield, written as a fraction of the theoretical maximum amount of product (1.0 means a 100% yield; for example, 0.34 means a 34% yield). (1) The reactants are [CH3:1][C:2]12[CH2:9][O:8][C:5]([C:10]3[O:11][CH:12]=[CH:13][CH:14]=3)([O:6][CH2:7]1)[O:4][CH2:3]2.[Li]CCCC.[CH2:20]([Sn:24](Cl)([CH2:29][CH2:30][CH2:31][CH3:32])[CH2:25][CH2:26][CH2:27][CH3:28])[CH2:21][CH2:22][CH3:23]. The catalyst is C1COCC1. The product is [CH3:1][C:2]12[CH2:3][O:4][C:5]([C:10]3[O:11][C:12]([Sn:24]([CH2:25][CH2:26][CH2:27][CH3:28])([CH2:29][CH2:30][CH2:31][CH3:32])[CH2:20][CH2:21][CH2:22][CH3:23])=[CH:13][CH:14]=3)([O:6][CH2:7]1)[O:8][CH2:9]2. The yield is 0.950. (2) The reactants are [Cl:1][C:2]1[CH:29]=[CH:28][C:5]2[N:6]([C:25](=[O:27])[CH3:26])[CH2:7][C:8]3[CH:15]=[C:14](B4OC(C)(C)C(C)(C)O4)[CH:13]=[CH:12][C:9]=3[CH:10]=[CH:11][C:4]=2[CH:3]=1.[CH3:30][O:31][C:32](=[O:49])[C:33]1[CH:38]=[C:37]([CH:39]=[O:40])[CH:36]=[CH:35][C:34]=1OS(C(F)(F)F)(=O)=O.C1(C)C=CC=CC=1.C([O-])([O-])=O.[Na+].[Na+]. The catalyst is C1C=CC([P]([Pd]([P](C2C=CC=CC=2)(C2C=CC=CC=2)C2C=CC=CC=2)([P](C2C=CC=CC=2)(C2C=CC=CC=2)C2C=CC=CC=2)[P](C2C=CC=CC=2)(C2C=CC=CC=2)C2C=CC=CC=2)(C2C=CC=CC=2)C2C=CC=CC=2)=CC=1.O.CCO. The product is [CH3:30][O:31][C:32](=[O:49])[C:33]1[CH:38]=[C:37]([CH:39]=[O:40])[CH:36]=[CH:35][C:34]=1[C:14]1[CH:13]=[CH:12][C:9]2[CH:10]=[CH:11][C:4]3[CH:3]=[C:2]([Cl:1])[CH:29]=[CH:28][C:5]=3[N:6]([C:25](=[O:27])[CH3:26])[CH2:7][C:8]=2[CH:15]=1. The yield is 0.550. (3) The reactants are [C:1]([C:4]1[CH:5]=[C:6]2[C:10](=[CH:11][CH:12]=1)[N:9]([C:13]([O:15][C:16]([CH3:19])([CH3:18])[CH3:17])=[O:14])[CH:8]=[C:7]2I)(=[O:3])[NH2:2].C([Sn](CCCC)(CCCC)[C:26]1[N:31]=[C:30]([N:32]2[CH2:37][CH2:36][CH:35]([NH:38][C:39](=[O:45])[O:40][C:41]([CH3:44])([CH3:43])[CH3:42])[CH2:34][CH2:33]2)[CH:29]=[N:28][CH:27]=1)CCC. The catalyst is CN(C=O)C.C1C=CC([P]([Pd]([P](C2C=CC=CC=2)(C2C=CC=CC=2)C2C=CC=CC=2)([P](C2C=CC=CC=2)(C2C=CC=CC=2)C2C=CC=CC=2)[P](C2C=CC=CC=2)(C2C=CC=CC=2)C2C=CC=CC=2)(C2C=CC=CC=2)C2C=CC=CC=2)=CC=1. The product is [C:41]([O:40][C:39]([NH:38][CH:35]1[CH2:36][CH2:37][N:32]([C:30]2[N:31]=[C:26]([C:7]3[C:6]4[C:10](=[CH:11][CH:12]=[C:4]([C:1](=[O:3])[NH2:2])[CH:5]=4)[N:9]([C:13]([O:15][C:16]([CH3:19])([CH3:18])[CH3:17])=[O:14])[CH:8]=3)[CH:27]=[N:28][CH:29]=2)[CH2:33][CH2:34]1)=[O:45])([CH3:44])([CH3:42])[CH3:43]. The yield is 0.310.